The task is: Regression. Given two drug SMILES strings and cell line genomic features, predict the synergy score measuring deviation from expected non-interaction effect.. This data is from NCI-60 drug combinations with 297,098 pairs across 59 cell lines. Drug 1: CC1=C(C=C(C=C1)NC2=NC=CC(=N2)N(C)C3=CC4=NN(C(=C4C=C3)C)C)S(=O)(=O)N.Cl. Drug 2: CCC1=CC2CC(C3=C(CN(C2)C1)C4=CC=CC=C4N3)(C5=C(C=C6C(=C5)C78CCN9C7C(C=CC9)(C(C(C8N6C)(C(=O)OC)O)OC(=O)C)CC)OC)C(=O)OC.C(C(C(=O)O)O)(C(=O)O)O. Cell line: 786-0. Synergy scores: CSS=26.5, Synergy_ZIP=2.89, Synergy_Bliss=4.86, Synergy_Loewe=-24.9, Synergy_HSA=5.52.